The task is: Predict the reaction yield, written as a fraction of the theoretical maximum amount of product (1.0 means a 100% yield; for example, 0.34 means a 34% yield).. This data is from Reaction yield outcomes from USPTO patents with 853,638 reactions. (1) The reactants are [N+:1]([C:4]1[CH:17]=[CH:16][C:7]([CH2:8][N:9]2[CH:13]=[CH:12][N:11]=[C:10]2[CH2:14][OH:15])=[CH:6][CH:5]=1)([O-])=O. The catalyst is [C].[Pd].C(O)C. The product is [NH2:1][C:4]1[CH:17]=[CH:16][C:7]([CH2:8][N:9]2[CH:13]=[CH:12][N:11]=[C:10]2[CH2:14][OH:15])=[CH:6][CH:5]=1. The yield is 0.950. (2) The reactants are [CH3:1][O:2][C:3]1[CH:8]=[CH:7][C:6]([N:9]2[CH2:14][CH2:13][N:12]([C:15]([C@H:17]([C@H:22]3[O:26]C(C)(C)[O:24][C:23]3=O)[CH2:18][CH:19]([CH3:21])[CH3:20])=[O:16])[CH2:11][CH2:10]2)=[CH:5][CH:4]=1.[NH2:30][OH:31]. The catalyst is CC(O)C. The product is [OH:31][NH:30][C:23](=[O:24])[C@H:22]([OH:26])[C@@H:17]([C:15]([N:12]1[CH2:11][CH2:10][N:9]([C:6]2[CH:7]=[CH:8][C:3]([O:2][CH3:1])=[CH:4][CH:5]=2)[CH2:14][CH2:13]1)=[O:16])[CH2:18][CH:19]([CH3:20])[CH3:21]. The yield is 0.550. (3) The reactants are [Cl:1][C:2]1[N:10]=[C:9]2[C:5]([N:6]=[C:7]([C:17](=[O:22])[C:18]([F:21])([F:20])[F:19])[N:8]2[CH:11]2[CH2:16][CH2:15][CH2:14][CH2:13][O:12]2)=[C:4]([N:23]2[CH2:28][CH2:27][O:26][CH2:25][CH2:24]2)[N:3]=1.[BH4-].[Na+]. The catalyst is CO. The product is [Cl:1][C:2]1[N:10]=[C:9]2[C:5]([N:6]=[C:7]([CH:17]([OH:22])[C:18]([F:21])([F:20])[F:19])[N:8]2[CH:11]2[CH2:16][CH2:15][CH2:14][CH2:13][O:12]2)=[C:4]([N:23]2[CH2:28][CH2:27][O:26][CH2:25][CH2:24]2)[N:3]=1. The yield is 0.860.